From a dataset of Full USPTO retrosynthesis dataset with 1.9M reactions from patents (1976-2016). Predict the reactants needed to synthesize the given product. (1) Given the product [C:1]([O:5][C@@H:6]([C:12]1[C:37]([CH3:38])=[CH:36][C:15]2[N:16]=[C:17]([C:19]3[CH:24]=[CH:23][N:22]=[C:21]([C:25]4[CH:26]=[C:27]5[CH:33]=[C:32]([CH3:34])[N:31]([CH3:35])[C:28]5=[N:29][CH:30]=4)[CH:20]=3)[S:18][C:14]=2[C:13]=1[C:39]1[CH:40]=[CH:41][C:42]([Cl:45])=[CH:43][CH:44]=1)[C:7]([OH:9])=[O:8])([CH3:4])([CH3:2])[CH3:3], predict the reactants needed to synthesize it. The reactants are: [C:1]([O:5][C@@H:6]([C:12]1[C:37]([CH3:38])=[CH:36][C:15]2[N:16]=[C:17]([C:19]3[CH:24]=[CH:23][N:22]=[C:21]([C:25]4[CH:26]=[C:27]5[CH:33]=[C:32]([CH3:34])[N:31]([CH3:35])[C:28]5=[N:29][CH:30]=4)[CH:20]=3)[S:18][C:14]=2[C:13]=1[C:39]1[CH:44]=[CH:43][C:42]([Cl:45])=[CH:41][CH:40]=1)[C:7]([O:9]CC)=[O:8])([CH3:4])([CH3:3])[CH3:2].[OH-].[Na+]. (2) Given the product [CH3:31][O:30][N:29]([CH3:28])[C:7](=[O:9])[CH2:6][C:2]1[S:1][CH:5]=[CH:4][CH:3]=1, predict the reactants needed to synthesize it. The reactants are: [S:1]1[CH:5]=[CH:4][CH:3]=[C:2]1[CH2:6][C:7]([OH:9])=O.CN(C=O)C.C(N1C=CN=C1)(N1C=CN=C1)=O.Cl.[CH3:28][NH:29][O:30][CH3:31]. (3) Given the product [O:38]=[S:2]1(=[O:1])[CH2:6][CH2:5][CH2:4][N:3]1[C:7]1[CH:8]=[C:9]([N:30]2[C@H:34]([CH2:35][O:36][CH3:39])[CH2:33][O:32][C:31]2=[O:37])[CH:10]=[CH:11][C:12]=1[C:13]([N:15]1[CH2:16][CH2:17][N:18]([C:21]2[C:26]([CH3:27])=[CH:25][C:24]([CH2:28][CH3:29])=[CH:23][N:22]=2)[CH2:19][CH2:20]1)=[O:14], predict the reactants needed to synthesize it. The reactants are: [O:1]=[S:2]1(=[O:38])[CH2:6][CH2:5][CH2:4][N:3]1[C:7]1[CH:8]=[C:9]([N:30]2[C@H:34]([CH2:35][OH:36])[CH2:33][O:32][C:31]2=[O:37])[CH:10]=[CH:11][C:12]=1[C:13]([N:15]1[CH2:20][CH2:19][N:18]([C:21]2[C:26]([CH3:27])=[CH:25][C:24]([CH2:28][CH3:29])=[CH:23][N:22]=2)[CH2:17][CH2:16]1)=[O:14].[CH3:39]I.